Dataset: Forward reaction prediction with 1.9M reactions from USPTO patents (1976-2016). Task: Predict the product of the given reaction. (1) Given the reactants Cl[C:2]1[C:11]2[C:6](=[CH:7][C:8]([C:14]3[C:15]([CH3:20])=[N:16][O:17][C:18]=3[CH3:19])=[C:9]([O:12][CH3:13])[CH:10]=2)[N:5]=[CH:4][C:3]=1[N+:21]([O-:23])=[O:22].[CH3:24][O:25][CH2:26][CH:27]([NH2:29])[CH3:28], predict the reaction product. The product is: [CH3:20][C:15]1[C:14]([C:8]2[CH:7]=[C:6]3[C:11]([C:2]([NH:29][CH:27]([CH3:28])[CH2:26][O:25][CH3:24])=[C:3]([N+:21]([O-:23])=[O:22])[CH:4]=[N:5]3)=[CH:10][C:9]=2[O:12][CH3:13])=[C:18]([CH3:19])[O:17][N:16]=1. (2) Given the reactants [F:1][C:2]1[CH:8]=[CH:7][C:5]([NH2:6])=[CH:4][C:3]=1[N+:9]([O-:11])=[O:10].[Cl:12][CH2:13][S:14](Cl)(=[O:16])=[O:15].CN(C1C=CC=CN=1)C, predict the reaction product. The product is: [Cl:12][CH2:13][S:14]([NH:6][C:5]1[CH:7]=[CH:8][C:2]([F:1])=[C:3]([N+:9]([O-:11])=[O:10])[CH:4]=1)(=[O:16])=[O:15]. (3) Given the reactants [Br:1][C:2]1[N:7]=[C:6]([N+:8]([O-])=O)[C:5]([O:11][C:12]([CH3:19])([CH3:18])[C:13](OCC)=[O:14])=[CH:4][CH:3]=1, predict the reaction product. The product is: [Br:1][C:2]1[CH:3]=[CH:4][C:5]2[O:11][C:12]([CH3:19])([CH3:18])[C:13](=[O:14])[NH:8][C:6]=2[N:7]=1.